Task: Predict the reactants needed to synthesize the given product.. Dataset: Full USPTO retrosynthesis dataset with 1.9M reactions from patents (1976-2016) (1) The reactants are: O.C1(C)C=CC(S(O)(=O)=O)=CC=1.[C:13]([C:15]1[C:16]([NH:30][C:31](=O)[C:32]([CH3:35])([CH3:34])[CH3:33])=[C:17]([OH:29])[C:18]([F:28])=[C:19]([C:22]2[CH:27]=[CH:26][CH:25]=[CH:24][CH:23]=2)[C:20]=1[CH3:21])#[N:14].O.C(=O)(O)[O-].[Na+]. Given the product [C:32]([C:31]1[O:29][C:17]2[C:16](=[C:15]([C:13]#[N:14])[C:20]([CH3:21])=[C:19]([C:22]3[CH:23]=[CH:24][CH:25]=[CH:26][CH:27]=3)[C:18]=2[F:28])[N:30]=1)([CH3:34])([CH3:33])[CH3:35], predict the reactants needed to synthesize it. (2) Given the product [C:28]([O:31][CH2:32][C:33]([NH:2][C@H:3]1[CH2:7][CH2:6][N:5]([C:8]2[CH:13]=[CH:12][C:11]([N:14]3[CH2:18][C@H:17]([CH2:19][O:20][C:21]4[CH:25]=[CH:24][O:23][N:22]=4)[O:16][C:15]3=[O:26])=[CH:10][C:9]=2[F:27])[CH2:4]1)=[O:34])(=[O:30])[CH3:29], predict the reactants needed to synthesize it. The reactants are: Cl.[NH2:2][C@H:3]1[CH2:7][CH2:6][N:5]([C:8]2[CH:13]=[CH:12][C:11]([N:14]3[CH2:18][C@H:17]([CH2:19][O:20][C:21]4[CH:25]=[CH:24][O:23][N:22]=4)[O:16][C:15]3=[O:26])=[CH:10][C:9]=2[F:27])[CH2:4]1.[C:28]([O:31][CH2:32][C:33](Cl)=[O:34])(=[O:30])[CH3:29].CCCC(C)C. (3) Given the product [F:1][C:2]1[CH:7]=[CH:6][CH:5]=[CH:4][C:3]=1[C:8]1[N:9]=[C:10]([CH2:26][N:27]([CH3:35])[C:28](=[O:34])[O:29][C:30]([CH3:31])([CH3:32])[CH3:33])[S:11][C:12]=1[S:13]([C:14]1[CH:19]=[CH:18][CH:17]=[C:16]([CH2:20][N:21]2[CH2:25][CH2:24][CH2:23][CH2:22]2)[CH:15]=1)(=[O:40])=[O:64], predict the reactants needed to synthesize it. The reactants are: [F:1][C:2]1[CH:7]=[CH:6][CH:5]=[CH:4][C:3]=1[C:8]1[N:9]=[C:10]([CH2:26][N:27]([CH3:35])[C:28](=[O:34])[O:29][C:30]([CH3:33])([CH3:32])[CH3:31])[S:11][C:12]=1[S:13][C:14]1[CH:19]=[CH:18][CH:17]=[C:16]([CH2:20][N:21]2[CH2:25][CH2:24][CH2:23][CH2:22]2)[CH:15]=1.C(#N)C.C([O-])([O-])=[O:40].C([O-])([O-])=O.OO.OO.OO.[Na+].[Na+].[Na+].[Na+].S([O-])([O-])(=O)=S.[Na+].[Na+].[OH2:64].